This data is from CYP2C19 inhibition data for predicting drug metabolism from PubChem BioAssay. The task is: Regression/Classification. Given a drug SMILES string, predict its absorption, distribution, metabolism, or excretion properties. Task type varies by dataset: regression for continuous measurements (e.g., permeability, clearance, half-life) or binary classification for categorical outcomes (e.g., BBB penetration, CYP inhibition). Dataset: cyp2c19_veith. (1) The drug is c1ccc(C[C@@H](Nc2cccnc2)c2ccccc2)cc1. The result is 1 (inhibitor). (2) The molecule is COc1ccc(-c2nc3cnc(N4CCOCC4)nc3n(C)c2=O)cc1. The result is 0 (non-inhibitor). (3) The drug is Cc1sc(=NC(=O)c2ccco2)n(C)c1-c1ccccc1. The result is 1 (inhibitor). (4) The molecule is O=C(c1cccc(F)c1)N1CCC2(CCCN(Cc3cc(C(F)(F)F)cc(C(F)(F)F)c3)C2)CC1. The result is 0 (non-inhibitor). (5) The compound is N=C(N)[C@H](N=Nc1ccccc1)C(N)=O. The result is 0 (non-inhibitor). (6) The drug is COc1cc(CNCCN2CCOCC2)ccc1OCc1ccc(Cl)cc1Cl.Cl. The result is 0 (non-inhibitor).